From a dataset of Full USPTO retrosynthesis dataset with 1.9M reactions from patents (1976-2016). Predict the reactants needed to synthesize the given product. (1) Given the product [CH3:1][O:2][C:3]1[C:4]([N+:8]([O-:10])=[O:9])=[CH:5][N:6]([C:16]([O:15][C:11]([CH3:14])([CH3:13])[CH3:12])=[O:17])[N:7]=1, predict the reactants needed to synthesize it. The reactants are: [CH3:1][O:2][C:3]1[NH:7][N:6]=[CH:5][C:4]=1[N+:8]([O-:10])=[O:9].[C:11]([O:15][C:16](O[C:16]([O:15][C:11]([CH3:14])([CH3:13])[CH3:12])=[O:17])=[O:17])([CH3:14])([CH3:13])[CH3:12].C(N(CC)CC)C. (2) The reactants are: C([Li])CCC.Br[C:7]1[C:8]([N:21]2[CH2:26][CH2:25][O:24][CH2:23][CH2:22]2)=[N:9][N:10]2[C:15]([Si:16]([CH3:19])([CH3:18])[CH3:17])=[C:14]([Cl:20])[CH:13]=[CH:12][C:11]=12.[CH:27]([C:29]1[N:34]=[C:33]([C:35]([O:37][CH3:38])=[O:36])[CH:32]=[CH:31][CH:30]=1)=[O:28].[Cl-].[NH4+]. Given the product [Cl:20][C:14]1[CH:13]=[CH:12][C:11]2[N:10]([N:9]=[C:8]([N:21]3[CH2:26][CH2:25][O:24][CH2:23][CH2:22]3)[C:7]=2[CH:27]([OH:28])[C:29]2[N:34]=[C:33]([C:35]([O:37][CH3:38])=[O:36])[CH:32]=[CH:31][CH:30]=2)[C:15]=1[Si:16]([CH3:19])([CH3:18])[CH3:17], predict the reactants needed to synthesize it.